From a dataset of Catalyst prediction with 721,799 reactions and 888 catalyst types from USPTO. Predict which catalyst facilitates the given reaction. (1) Reactant: S(Cl)(Cl)=O.[CH:5]1[C:10]([C@H:11]([NH2:15])[C:12]([OH:14])=[O:13])=[CH:9][CH:8]=[C:7]([F:16])[CH:6]=1.[CH3:17]O. Product: [NH2:15][C@@H:11]([C:10]1[CH:9]=[CH:8][C:7]([F:16])=[CH:6][CH:5]=1)[C:12]([O:14][CH3:17])=[O:13]. The catalyst class is: 25. (2) Reactant: [O:1]=[C:2]1[NH:6][C:5]2[CH:7]=[CH:8][C:9]([NH:11][C:12]3[N:21]=[CH:20][C:19]4[C:14](=[CH:15][C:16]([O:22][CH:23]5[CH2:28][CH2:27][N:26](C(OC(C)(C)C)=O)[CH2:25][CH2:24]5)=[CH:17][CH:18]=4)[N:13]=3)=[CH:10][C:4]=2[NH:3]1. Product: [NH:26]1[CH2:27][CH2:28][CH:23]([O:22][C:16]2[CH:15]=[C:14]3[C:19]([CH:20]=[N:21][C:12]([NH:11][C:9]4[CH:8]=[CH:7][C:5]5[NH:6][C:2](=[O:1])[NH:3][C:4]=5[CH:10]=4)=[N:13]3)=[CH:18][CH:17]=2)[CH2:24][CH2:25]1. The catalyst class is: 137.